Dataset: Full USPTO retrosynthesis dataset with 1.9M reactions from patents (1976-2016). Task: Predict the reactants needed to synthesize the given product. Given the product [Br:11][C:10]1[C:5]([C:3]([O:2][CH3:1])=[O:4])=[N:6][C:7]([NH:30][CH3:29])=[N:8][CH:9]=1, predict the reactants needed to synthesize it. The reactants are: [CH3:1][O:2][C:3]([C:5]1[C:10]([Br:11])=[CH:9][N:8]=[C:7](SC)[N:6]=1)=[O:4].ClC1C=CC=C(C(OO)=O)C=1.Cl.CN.C[CH2:29][N:30](C(C)C)C(C)C.